Dataset: Forward reaction prediction with 1.9M reactions from USPTO patents (1976-2016). Task: Predict the product of the given reaction. (1) Given the reactants C[O:2][C:3](=O)[C@H:4]([N:16]1[C:22](=[O:23])[CH2:21][CH2:20][N:19]([C:24]2[CH:29]=[CH:28][CH:27]=[C:26]([C:30]([F:33])([F:32])[F:31])[CH:25]=2)[CH2:18][CH2:17]1)[CH2:5][CH2:6][N:7]1[CH2:14][CH2:13][C:10]2([CH2:12][CH2:11]2)[C@H:9]([OH:15])[CH2:8]1.[Li+].[BH4-], predict the reaction product. The product is: [OH:15][C@@H:9]1[CH2:8][N:7]([CH2:6][CH2:5][C@@H:4]([N:16]2[C:22](=[O:23])[CH2:21][CH2:20][N:19]([C:24]3[CH:29]=[CH:28][CH:27]=[C:26]([C:30]([F:31])([F:33])[F:32])[CH:25]=3)[CH2:18][CH2:17]2)[CH2:3][OH:2])[CH2:14][CH2:13][C:10]21[CH2:12][CH2:11]2. (2) Given the reactants [Cl:1][C:2]1[CH:7]=[CH:6][C:5]([C:8]([C:19]2[CH:24]=[CH:23][C:22]([NH:25]C(=O)OC(C)(C)C)=[CH:21][CH:20]=2)([N:13]2[CH:17]=[C:16]([Cl:18])[CH:15]=[N:14]2)[C:9]([F:12])([F:11])[F:10])=[CH:4][CH:3]=1.Cl, predict the reaction product. The product is: [Cl:1][C:2]1[CH:3]=[CH:4][C:5]([C:8]([C:19]2[CH:20]=[CH:21][C:22]([NH2:25])=[CH:23][CH:24]=2)([N:13]2[CH:17]=[C:16]([Cl:18])[CH:15]=[N:14]2)[C:9]([F:12])([F:10])[F:11])=[CH:6][CH:7]=1. (3) Given the reactants [F:1][C:2]1[CH:9]=[CH:8][C:5]([CH:6]=O)=[C:4]([C:10]([F:13])([F:12])[F:11])[CH:3]=1.[NH2:14][C:15]1[CH:16]=[C:17]2[C:21]3=[C:22]([CH2:24][S:25][CH2:26][CH2:27][N:20]3[C@H:19]3[CH2:28][CH2:29][N:30](C(OC(C)(C)C)=O)[CH2:31][C@@H:18]23)[CH:23]=1, predict the reaction product. The product is: [F:1][C:2]1[CH:9]=[CH:8][C:5]([CH2:6][NH:14][C:15]2[CH:16]=[C:17]3[C:21]4=[C:22]([CH2:24][S:25][CH2:26][CH2:27][N:20]4[C@H:19]4[CH2:28][CH2:29][NH:30][CH2:31][C@@H:18]34)[CH:23]=2)=[C:4]([C:10]([F:13])([F:12])[F:11])[CH:3]=1. (4) Given the reactants [OH-].[Na+].[OH-].[K+].C([O:7][C:8]([C:10]1([CH3:41])[CH2:15][CH2:14][N:13]([CH2:16][C:17]2[CH:22]=[CH:21][C:20]([C:23]3[N:27]=[C:26]([C:28]4[CH:33]=[CH:32][C:31]([CH:34]5[CH2:39][CH2:38][CH2:37][CH2:36][CH2:35]5)=[C:30]([Cl:40])[CH:29]=4)[O:25][N:24]=3)=[CH:19][CH:18]=2)[CH2:12][CH2:11]1)=[O:9])C.C(O)(=O)C, predict the reaction product. The product is: [Cl:40][C:30]1[CH:29]=[C:28]([C:26]2[O:25][N:24]=[C:23]([C:20]3[CH:19]=[CH:18][C:17]([CH2:16][N:13]4[CH2:12][CH2:11][C:10]([CH3:41])([C:8]([OH:9])=[O:7])[CH2:15][CH2:14]4)=[CH:22][CH:21]=3)[N:27]=2)[CH:33]=[CH:32][C:31]=1[CH:34]1[CH2:39][CH2:38][CH2:37][CH2:36][CH2:35]1. (5) Given the reactants [CH2:1]([Si:5]([CH3:18])([C:12]1[CH:17]=[CH:16][CH:15]=[CH:14][CH:13]=1)[C:6](=[O:11])[CH2:7][CH:8]([CH3:10])[CH3:9])[CH2:2][CH:3]=[CH2:4].[H-].[Al+3].[Li+].[H-].[H-].[H-], predict the reaction product. The product is: [CH2:1]([Si:5]([CH3:18])([C:12]1[CH:13]=[CH:14][CH:15]=[CH:16][CH:17]=1)[CH:6]([OH:11])[CH2:7][CH:8]([CH3:10])[CH3:9])[CH2:2][CH:3]=[CH2:4]. (6) The product is: [CH:17]1([NH:16][C:11]2[O:12][C:13]([CH3:15])([CH3:14])[CH:8]([C:4]3[CH:5]=[CH:6][CH:7]=[C:2]([C:29]4[CH:30]=[N:25][CH:26]=[N:27][CH:28]=4)[CH:3]=3)[S:9](=[O:24])(=[O:23])[N:10]=2)[CH2:22][CH2:21][CH2:20][CH2:19][CH2:18]1. Given the reactants Br[C:2]1[CH:3]=[C:4]([CH:8]2[C:13]([CH3:15])([CH3:14])[O:12][C:11]([NH:16][CH:17]3[CH2:22][CH2:21][CH2:20][CH2:19][CH2:18]3)=[N:10][S:9]2(=[O:24])=[O:23])[CH:5]=[CH:6][CH:7]=1.[N:25]1[CH:30]=[C:29](B(O)O)[CH:28]=[N:27][CH:26]=1.C(=O)([O-])[O-].[Cs+].[Cs+], predict the reaction product.